Dataset: Catalyst prediction with 721,799 reactions and 888 catalyst types from USPTO. Task: Predict which catalyst facilitates the given reaction. Reactant: C(OC([N:8]1[CH2:12][C@@H:11]([CH2:13][N:14]([CH:31]([CH3:33])[CH3:32])[C:15](=[O:30])[C:16]2[CH:21]=[CH:20][C:19]([O:22][CH3:23])=[C:18]([O:24][CH2:25][CH2:26][CH2:27][O:28][CH3:29])[CH:17]=2)[C@H:10]([OH:34])[CH2:9]1)=O)(C)(C)C.Br[CH2:36][C:37]1[CH:38]=[C:39]([N:43]2[CH:47]=[CH:46][CH:45]=[CH:44]2)[CH:40]=[CH:41][CH:42]=1.CC#N.O.CC#N. Product: [CH:31]([N:14]([CH2:13][C@H:11]1[C@H:10]([O:34][CH2:36][C:37]2[CH:42]=[CH:41][CH:40]=[C:39]([N:43]3[CH:47]=[CH:46][CH:45]=[CH:44]3)[CH:38]=2)[CH2:9][NH:8][CH2:12]1)[C:15](=[O:30])[C:16]1[CH:21]=[CH:20][C:19]([O:22][CH3:23])=[C:18]([O:24][CH2:25][CH2:26][CH2:27][O:28][CH3:29])[CH:17]=1)([CH3:32])[CH3:33]. The catalyst class is: 6.